From a dataset of Full USPTO retrosynthesis dataset with 1.9M reactions from patents (1976-2016). Predict the reactants needed to synthesize the given product. (1) Given the product [F:23][C:2]([F:22])([F:1])[C:3]1[CH:4]=[C:5]([NH:9][C:10]2[NH:11][C:12]([C:15]3[CH:20]=[CH:19][C:18]([O:21][C:31]4[N:32]=[C:33]([NH2:38])[N:34]=[C:35]([NH2:37])[CH:36]=4)=[CH:17][CH:16]=3)=[N:13][N:14]=2)[CH:6]=[CH:7][CH:8]=1, predict the reactants needed to synthesize it. The reactants are: [F:1][C:2]([F:23])([F:22])[C:3]1[CH:4]=[C:5]([NH:9][C:10]2[NH:11][C:12]([C:15]3[CH:20]=[CH:19][C:18]([OH:21])=[CH:17][CH:16]=3)=[N:13][N:14]=2)[CH:6]=[CH:7][CH:8]=1.C([O-])([O-])=O.[Cs+].[Cs+].Cl[C:31]1[CH:36]=[C:35]([NH2:37])[N:34]=[C:33]([NH2:38])[N:32]=1.CO. (2) Given the product [CH:45]([OH:46])=[O:64].[C:1]([C:5]1[CH:9]=[C:8]([NH:10][C:11]([NH:13][C@@H:14]2[C:23]3[C:18](=[CH:19][CH:20]=[CH:21][CH:22]=3)[C@H:17]([O:24][C:25]3[CH:26]=[CH:27][C:28]4[N:29]([C:31]([N:34]5[C@H:39]([CH3:40])[CH2:38][CH2:37][CH2:36][C@@H:35]5[CH3:41])=[N:32][N:33]=4)[CH:30]=3)[CH2:16][CH2:15]2)=[O:12])[N:7]([C:42]2[CH:43]=[CH:44][CH:45]=[C:52]([CH2:51][N:58]3[CH2:59][CH2:60][N:55]([CH3:54])[CH2:56][CH2:57]3)[CH:53]=2)[N:6]=1)([CH3:3])([CH3:4])[CH3:2], predict the reactants needed to synthesize it. The reactants are: [C:1]([C:5]1[CH:9]=[C:8]([NH:10][C:11]([NH:13][C@@H:14]2[C:23]3[C:18](=[CH:19][CH:20]=[CH:21][CH:22]=3)[C@H:17]([O:24][C:25]3[CH:26]=[CH:27][C:28]4[N:29]([C:31]([N:34]5[C@H:39]([CH3:40])[CH2:38][CH2:37][CH2:36][C@@H:35]5[CH3:41])=[N:32][N:33]=4)[CH:30]=3)[CH2:16][CH2:15]2)=[O:12])[N:7]([C:42]2[CH:43]=[C:44]([CH:51]=[CH:52][CH:53]=2)[CH2:45][O:46]S(C)(=O)=O)[N:6]=1)([CH3:4])([CH3:3])[CH3:2].[CH3:54][N:55]1[CH2:60][CH2:59][NH:58][CH2:57][CH2:56]1.C1C[O:64]CC1. (3) Given the product [NH2:7][C:6]1[N:8]=[C:21]([OH:22])[C:20]([CH2:19][C:18]2[CH:29]=[CH:30][C:15]([O:14][CH2:13][CH2:12][CH2:11][N:10]([CH3:33])[CH3:9])=[CH:16][C:17]=2[O:31][CH3:32])=[C:26]([CH3:27])[N:5]=1, predict the reactants needed to synthesize it. The reactants are: C(=O)(O)O.[NH2:5][C:6]([NH2:8])=[NH:7].[CH3:9][N:10]([CH3:33])[CH2:11][CH2:12][CH2:13][O:14][C:15]1[CH:30]=[CH:29][C:18]([CH2:19][CH:20]([C:26](=O)[CH3:27])[C:21](OCC)=[O:22])=[C:17]([O:31][CH3:32])[CH:16]=1. (4) Given the product [CH3:1][O:2][C:3]1[CH:4]=[C:5]([C:9]2[C:10]([C:12]3[CH:17]=[CH:16][CH:15]=[CH:14][CH:13]=3)=[N:42][NH:43][C:24]=2[S:26][CH2:28][CH2:29][O:30][CH:31]2[CH2:36][CH2:35][CH2:34][CH2:33][O:32]2)[CH:6]=[CH:7][CH:8]=1, predict the reactants needed to synthesize it. The reactants are: [CH3:1][O:2][C:3]1[CH:4]=[C:5]([CH2:9][C:10]([C:12]2[CH:17]=[CH:16][CH:15]=[CH:14][CH:13]=2)=O)[CH:6]=[CH:7][CH:8]=1.CC(C)([O-])C.[K+].[C:24](=[S:26])=S.Br[CH2:28][CH2:29][O:30][CH:31]1[CH2:36][CH2:35][CH2:34][CH2:33][O:32]1.C(O)(=O)C.O.[NH2:42][NH2:43]. (5) Given the product [CH3:19][N:20]([CH3:33])[C:21]1[CH:22]=[CH:23][C:24]([C:27]2[CH:28]=[C:29]([NH:32][CH:8]=[C:9]3[C:17]4[C:12](=[CH:13][CH:14]=[CH:15][CH:16]=4)[NH:11][C:10]3=[O:18])[NH:30][N:31]=2)=[CH:25][CH:26]=1, predict the reactants needed to synthesize it. The reactants are: NC1C=CNN=1.O/[CH:8]=[C:9]1\[C:10](=[O:18])[NH:11][C:12]2[C:17]\1=[CH:16][CH:15]=[CH:14][CH:13]=2.[CH3:19][N:20]([CH3:33])[C:21]1[CH:26]=[CH:25][C:24]([C:27]2[CH:28]=[C:29]([NH2:32])[NH:30][N:31]=2)=[CH:23][CH:22]=1. (6) Given the product [CH3:76][N:65]([CH3:64])[C:66]1[CH:71]=[CH:70][C:69]([CH2:72][C:73]([NH:54][CH2:53][C:49]2[CH:48]=[C:47]([C:43]3[CH:44]=[CH:45][CH:46]=[C:41]([CH2:40][N:34]4[CH2:39][CH2:38][NH:37][CH2:36][CH2:35]4)[CH:42]=3)[CH:52]=[CH:51][CH:50]=2)=[O:74])=[CH:68][CH:67]=1, predict the reactants needed to synthesize it. The reactants are: C1CN([P+](ON2N=NC3C=CC=CC2=3)(N2CCCC2)N2CCCC2)CC1.F[P-](F)(F)(F)(F)F.[N:34]1([CH2:40][C:41]2[CH:42]=[C:43]([C:47]3[CH:52]=[CH:51][CH:50]=[C:49]([CH2:53][NH2:54])[CH:48]=3)[CH:44]=[CH:45][CH:46]=2)[CH2:39][CH2:38][NH:37][CH2:36][CH2:35]1.CCN(C(C)C)C(C)C.[CH3:64][N:65]([CH3:76])[C:66]1[CH:71]=[CH:70][C:69]([CH2:72][C:73](O)=[O:74])=[CH:68][CH:67]=1. (7) Given the product [Cl:7][C:8]1[CH:13]=[CH:12][CH:11]=[CH:10][C:9]=1[N:14]1[C:22]2[CH2:21][CH2:20][N:19]([N:23]3[CH2:24][CH2:25][CH2:26][CH2:27][CH2:28]3)[C:18](=[O:29])[C:17]=2[C:16]([CH3:30])=[C:15]1[C:31]1[CH:32]=[CH:33][C:34]([O:37][CH2:39][CH2:40][CH2:41][C:42]([F:45])([F:44])[F:43])=[CH:35][CH:36]=1, predict the reactants needed to synthesize it. The reactants are: C(=O)([O-])[O-].[K+].[K+].[Cl:7][C:8]1[CH:13]=[CH:12][CH:11]=[CH:10][C:9]=1[N:14]1[C:22]2[CH2:21][CH2:20][N:19]([N:23]3[CH2:28][CH2:27][CH2:26][CH2:25][CH2:24]3)[C:18](=[O:29])[C:17]=2[C:16]([CH3:30])=[C:15]1[C:31]1[CH:36]=[CH:35][C:34]([OH:37])=[CH:33][CH:32]=1.I[CH2:39][CH2:40][CH2:41][C:42]([F:45])([F:44])[F:43].O. (8) Given the product [CH3:1][O:2][C:3]([C:5]1[N:6]([S:23]([C:20]2[CH:21]=[CH:22][C:17]([CH3:27])=[CH:18][CH:19]=2)(=[O:25])=[O:24])[C:7]2[C:12]([C:13]=1[I:14])=[CH:11][CH:10]=[CH:9][CH:8]=2)=[O:4], predict the reactants needed to synthesize it. The reactants are: [CH3:1][O:2][C:3]([C:5]1[NH:6][C:7]2[C:12]([C:13]=1[I:14])=[CH:11][CH:10]=[CH:9][CH:8]=2)=[O:4].[H-].[Na+].[C:17]1([CH3:27])[CH:22]=[CH:21][C:20]([S:23](Cl)(=[O:25])=[O:24])=[CH:19][CH:18]=1.C(OCC)(=O)C.